From a dataset of Peptide-MHC class II binding affinity with 134,281 pairs from IEDB. Regression. Given a peptide amino acid sequence and an MHC pseudo amino acid sequence, predict their binding affinity value. This is MHC class II binding data. (1) The peptide sequence is SVDSLEHEMWRSRAD. The MHC is DRB4_0103 with pseudo-sequence DRB4_0103. The binding affinity (normalized) is 0. (2) The peptide sequence is TKETETEAPAAPAEG. The MHC is HLA-DQA10501-DQB10201 with pseudo-sequence HLA-DQA10501-DQB10201. The binding affinity (normalized) is 0.0173. (3) The peptide sequence is QKRGIVKENIIDLTKI. The MHC is DRB3_0101 with pseudo-sequence DRB3_0101. The binding affinity (normalized) is 0.253. (4) The peptide sequence is ALSYYPTPLAKEDFL. The MHC is DRB1_1001 with pseudo-sequence DRB1_1001. The binding affinity (normalized) is 0.809. (5) The peptide sequence is TLSLAIEAAIQDLRN. The binding affinity (normalized) is 0.750. The MHC is DRB1_0301 with pseudo-sequence DRB1_0301. (6) The peptide sequence is VNYWFAPGAAAAPLS. The MHC is DRB1_1302 with pseudo-sequence DRB1_1302. The binding affinity (normalized) is 0.142. (7) The peptide sequence is SINYRTEIDKPCQHH. The MHC is DRB3_0202 with pseudo-sequence DRB3_0202. The binding affinity (normalized) is 0.0774.